Dataset: Forward reaction prediction with 1.9M reactions from USPTO patents (1976-2016). Task: Predict the product of the given reaction. Given the reactants [F:1][C@H:2]1[C@H:7]([C:8]2[CH:13]=[CH:12][C:11]([OH:14])=[CH:10][CH:9]=2)[CH2:6][CH2:5][N:4]([C@@H:15]2[CH2:19][CH2:18][N:17]([CH2:20][C:21]3[CH:26]=[CH:25][C:24]([CH3:27])=[CH:23][CH:22]=3)[C:16]2=[O:28])[CH2:3]1.[C:29]([O:33][C:34](=[O:48])[C@@H:35]([NH:40][C:41]([O:43][C:44]([CH3:47])([CH3:46])[CH3:45])=[O:42])[CH2:36][C:37](O)=[O:38])([CH3:32])([CH3:31])[CH3:30].C1CCC(N=C=NC2CCCCC2)CC1.O, predict the reaction product. The product is: [C:44]([O:43][C:41]([NH:40][C@@H:35]([CH2:36][C:37]([O:14][C:11]1[CH:12]=[CH:13][C:8]([C@@H:7]2[CH2:6][CH2:5][N:4]([C@@H:15]3[CH2:19][CH2:18][N:17]([CH2:20][C:21]4[CH:22]=[CH:23][C:24]([CH3:27])=[CH:25][CH:26]=4)[C:16]3=[O:28])[CH2:3][C@H:2]2[F:1])=[CH:9][CH:10]=1)=[O:38])[C:34]([O:33][C:29]([CH3:32])([CH3:31])[CH3:30])=[O:48])=[O:42])([CH3:47])([CH3:46])[CH3:45].